From a dataset of Catalyst prediction with 721,799 reactions and 888 catalyst types from USPTO. Predict which catalyst facilitates the given reaction. (1) The catalyst class is: 15. Reactant: [Cl:1][C:2]1[CH:7]=[CH:6][C:5]([CH2:8][C:9](=[O:11])[CH3:10])=[CH:4][CH:3]=1.[BrH:12].BrBr.CC(C)=O. Product: [Br:12][CH2:10][C:9](=[O:11])[CH2:8][C:5]1[CH:4]=[CH:3][C:2]([Cl:1])=[CH:7][CH:6]=1. (2) The catalyst class is: 96. Reactant: P(Cl)(Cl)Cl.[C:5]1([CH2:11][C:12]([NH:14][C@@H:15]2[C:44](=[O:45])[N:17]3[C:18]([C:28]([O:30][CH:31]([C:38]4[CH:43]=[CH:42][CH:41]=[CH:40][CH:39]=4)[C:32]4[CH:37]=[CH:36][CH:35]=[CH:34][CH:33]=4)=[O:29])=[C:19]([C@@H:23]4[CH2:27][CH2:26][CH2:25][O:24]4)[CH2:20][S:21](=O)[C@H:16]23)=[O:13])[CH:10]=[CH:9][CH:8]=[CH:7][CH:6]=1.CN(C)C=O. Product: [C:5]1([CH2:11][C:12]([NH:14][C@@H:15]2[C:44](=[O:45])[N:17]3[C:18]([C:28]([O:30][CH:31]([C:38]4[CH:39]=[CH:40][CH:41]=[CH:42][CH:43]=4)[C:32]4[CH:33]=[CH:34][CH:35]=[CH:36][CH:37]=4)=[O:29])=[C:19]([C@@H:23]4[CH2:27][CH2:26][CH2:25][O:24]4)[CH2:20][S:21][C@H:16]23)=[O:13])[CH:10]=[CH:9][CH:8]=[CH:7][CH:6]=1. (3) Reactant: C([Si]([O:8]/[C:9](/[C:12]1[CH:17]=[CH:16][CH:15]=[C:14]([O:18][CH3:19])[CH:13]=1)=[CH:10]\[CH3:11])(C)C)(C)(C)C.CC[C@@H]1[C@@H]2C[C@H]([C@@H](OC3C4C(=CC=CC=4)C(O[C@@H](C4C=CN=C5C=4C=C(OC)C=C5)[C@@H]4N5C[C@H](CC)[C@@H](CC5)C4)=NN=3)C3C=CN=C4C=3C=C([O:41]C)C=C4)N(CC2)C1.CS(N)(=O)=O.C(Cl)(Cl)Cl. Product: [CH3:19][O:18][C:14]1[CH:13]=[C:12]([C:9](=[O:8])[C@H:10]([OH:41])[CH3:11])[CH:17]=[CH:16][CH:15]=1. The catalyst class is: 371. (4) Reactant: Br[C:2]1[C:3]([CH3:9])=[C:4]([CH:6]=[CH:7][CH:8]=1)[NH2:5].[F:10][C:11]([F:22])([F:21])[C:12]1[CH:17]=[CH:16][C:15](B(O)O)=[CH:14][CH:13]=1.C(=O)([O-])[O-].[Na+].[Na+]. Product: [CH3:9][C:3]1[C:4]([NH2:5])=[CH:6][CH:7]=[CH:8][C:2]=1[C:15]1[CH:16]=[CH:17][C:12]([C:11]([F:22])([F:21])[F:10])=[CH:13][CH:14]=1. The catalyst class is: 659. (5) Reactant: [CH:1]1[C:10]2[C:5](=[CH:6][CH:7]=[CH:8][CH:9]=2)[CH:4]=[CH:3][C:2]=1[C:11]1[C:19]2[C:14](=[N:15][CH:16]=[N:17][C:18]=2[NH2:20])[NH:13][N:12]=1.C([O-])([O-])=O.[K+].[K+].[CH2:27](I)[CH:28]=[CH2:29].O. Product: [CH2:29]([N:13]1[C:14]2=[N:15][CH:16]=[N:17][C:18]([NH2:20])=[C:19]2[C:11]([C:2]2[CH:3]=[CH:4][C:5]3[C:10](=[CH:9][CH:8]=[CH:7][CH:6]=3)[CH:1]=2)=[N:12]1)[CH:28]=[CH2:27]. The catalyst class is: 3. (6) The catalyst class is: 285. Product: [F:1][C:2]1[CH:7]=[CH:6][CH:5]=[C:4]2[C:3]=1[CH2:11][C:12](=[O:14])[NH:8]2. Reactant: [F:1][C:2]1[CH:7]=[CH:6][CH:5]=[C:4]([N+:8]([O-])=O)[C:3]=1[CH2:11][C:12]([OH:14])=O.